From a dataset of Catalyst prediction with 721,799 reactions and 888 catalyst types from USPTO. Predict which catalyst facilitates the given reaction. (1) Reactant: [CH3:1][S:2]([C:5]1[CH:10]=[CH:9][C:8](F)=[CH:7][CH:6]=1)(=[O:4])=[O:3].[CH3:12][S:13][CH2:14][CH2:15][NH2:16].C(=O)([O-])[O-].[K+].[K+]. Product: [CH3:1][S:2]([C:5]1[CH:10]=[CH:9][C:8]([NH:16][CH2:15][CH2:14][S:13][CH3:12])=[CH:7][CH:6]=1)(=[O:4])=[O:3]. The catalyst class is: 3. (2) Reactant: I[C:2]1[S:3][C:4]2[C:12]([CH:13]=1)=[CH:11][C:10]1[S:9][C:8](I)=[CH:7][C:6]=1[CH:5]=2.[C:15]([O:19][C:20]([N:22]1[CH2:26][CH2:25][CH2:24][CH:23]1[C:27]1[NH:31][C:30]2[CH:32]=[CH:33][C:34](B3OC(C)(C)C(C)(C)O3)=[CH:35][C:29]=2[N:28]=1)=[O:21])([CH3:18])([CH3:17])[CH3:16].[C:45]([O-:48])([O-])=[O:46].[K+].[K+]. Product: [C:15]([O:19][C:20]([N:22]1[CH2:26][CH2:25][CH2:24][CH:23]1[C:27]1[NH:28][C:29]2[CH:35]=[CH:34][C:33]([C:2]3[S:3][C:4]4[C:12]([CH:13]=3)=[CH:11][C:10]3[S:9][C:8]([C:34]5[CH:33]=[CH:32][C:30]6[NH:31][C:27]([CH:23]7[CH2:24][CH2:25][CH2:26][N:22]7[C:45]([O:48][C:15]([CH3:16])([CH3:17])[CH3:18])=[O:46])=[N:28][C:29]=6[CH:35]=5)=[CH:7][C:6]=3[CH:5]=4)=[CH:32][C:30]=2[N:31]=1)=[O:21])([CH3:18])([CH3:16])[CH3:17]. The catalyst class is: 398. (3) Reactant: C1N=CN(C(N2C=NC=C2)=O)C=1.[CH2:13]([O:15][P:16]([CH2:21][C:22]([OH:24])=O)([O:18][CH2:19][CH3:20])=[O:17])[CH3:14].[Br:25][C:26]1[CH:27]=[C:28]([NH:33][C:34]2[C:35]3[CH:43]=[C:42]([NH2:44])[N:41]=[CH:40][C:36]=3[N:37]=[CH:38][N:39]=2)[CH:29]=[CH:30][C:31]=1[F:32].CC(N(C)C)=O. Product: [Br:25][C:26]1[CH:27]=[C:28]([NH:33][C:34]2[C:35]3[CH:43]=[C:42]([NH:44][C:22](=[O:24])[CH2:21][P:16](=[O:17])([O:15][CH2:13][CH3:14])[O:18][CH2:19][CH3:20])[N:41]=[CH:40][C:36]=3[N:37]=[CH:38][N:39]=2)[CH:29]=[CH:30][C:31]=1[F:32]. The catalyst class is: 299. (4) Reactant: Br[C:2]1[N:7]=[N:6][C:5]([NH:8][C:9](=[O:14])[C:10]([CH3:13])([CH3:12])[CH3:11])=[CH:4][CH:3]=1.C1(P(C2CCCCC2)C2C=CC=CC=2C2C(C(C)C)=CC(C(C)C)=CC=2C(C)C)CCCCC1.[Cl-].[C:50]([O:54][C:55](=[O:58])[CH2:56][Zn+])([CH3:53])([CH3:52])[CH3:51].C(OCC)C. Product: [C:9]([NH:8][C:5]1[N:6]=[N:7][C:2]([CH2:56][C:55]([O:54][C:50]([CH3:53])([CH3:52])[CH3:51])=[O:58])=[CH:3][CH:4]=1)(=[O:14])[C:10]([CH3:13])([CH3:12])[CH3:11]. The catalyst class is: 25. (5) Reactant: [CH:1]([S:4]([C:7]1[C:8]([C@H:13]2[C@@H:17]([C:18]([O:20][CH2:21][CH3:22])=[O:19])[CH2:16][CH2:15][N:14]2C(OC(C)(C)C)=O)=[N:9][CH:10]=[CH:11][CH:12]=1)(=[O:6])=[O:5])([CH3:3])[CH3:2].[ClH:30].O1CCOCC1. Product: [ClH:30].[CH:1]([S:4]([C:7]1[C:8]([C@H:13]2[C@@H:17]([C:18]([O:20][CH2:21][CH3:22])=[O:19])[CH2:16][CH2:15][NH:14]2)=[N:9][CH:10]=[CH:11][CH:12]=1)(=[O:5])=[O:6])([CH3:3])[CH3:2]. The catalyst class is: 25. (6) Reactant: Cl[C:2]1[N:13]=[CH:12][CH:11]=[CH:10][C:3]=1[C:4]([NH:6][CH2:7][C:8]#[CH:9])=[O:5].[F:14][C:15]1[CH:16]=[C:17]([CH:19]=[CH:20][CH:21]=1)[NH2:18]. Product: [F:14][C:15]1[CH:16]=[C:17]([NH:18][C:2]2[N:13]=[CH:12][CH:11]=[CH:10][C:3]=2[C:4]([NH:6][CH2:7][C:8]#[CH:9])=[O:5])[CH:19]=[CH:20][CH:21]=1. The catalyst class is: 196. (7) Reactant: C([Li])(C)(C)C.[CH3:6][N:7]1[N:11]=[N:10][C:9]([C:12]2[CH:17]=[CH:16][CH:15]=[C:14]([CH3:18])[CH:13]=2)=[N:8]1.[CH3:19][Si:20]([CH3:23])([CH3:22])Cl. Product: [CH3:19][Si:20]([CH2:6][N:7]1[N:11]=[N:10][C:9]([C:12]2[CH:17]=[CH:16][CH:15]=[C:14]([CH3:18])[CH:13]=2)=[N:8]1)([CH3:23])[CH3:22]. The catalyst class is: 1. (8) Reactant: [C:1]([O:4][CH2:5][C:6]1[C:7]([N:21]2[N:30]=[CH:29][C:28]3[C:23](=[C:24]([F:35])[CH:25]=[C:26]([C:31]([CH3:34])([CH3:33])[CH3:32])[CH:27]=3)[C:22]2=[O:36])=[N:8][CH:9]=[CH:10][C:11]=1B1OC(C)(C)C(C)(C)O1)(=[O:3])[CH3:2].Br[C:38]1[CH:39]=[C:40]([NH:46][C:47]2[CH:51]=[C:50]([CH3:52])[O:49][N:48]=2)[C:41](=[O:45])[N:42]([CH3:44])[CH:43]=1.[O-]P([O-])([O-])=O.[K+].[K+].[K+].C([O-])(=O)C.[Na+]. Product: [C:1]([O:4][CH2:5][C:6]1[C:7]([N:21]2[N:30]=[CH:29][C:28]3[C:23](=[C:24]([F:35])[CH:25]=[C:26]([C:31]([CH3:34])([CH3:33])[CH3:32])[CH:27]=3)[C:22]2=[O:36])=[N:8][CH:9]=[CH:10][C:11]=1[C:38]1[CH:39]=[C:40]([NH:46][C:47]2[CH:51]=[C:50]([CH3:52])[O:49][N:48]=2)[C:41](=[O:45])[N:42]([CH3:44])[CH:43]=1)(=[O:3])[CH3:2]. The catalyst class is: 712.